Task: Predict which catalyst facilitates the given reaction.. Dataset: Catalyst prediction with 721,799 reactions and 888 catalyst types from USPTO (1) The catalyst class is: 17. Reactant: [CH2:1]([N:6]([C:10]1[CH:19]=[CH:18][C:17]2[C:16]([CH3:21])([CH3:20])[CH2:15][CH2:14][C:13]([CH3:23])([CH3:22])[C:12]=2[CH:11]=1)[C:7](Cl)=[O:8])[CH2:2][CH2:3][CH2:4][CH3:5].[NH2:24][C:25]1[CH:34]=[CH:33][C:28]([C:29]([O:31][CH3:32])=[O:30])=[CH:27][N:26]=1. Product: [CH2:1]([N:6]([C:10]1[CH:19]=[CH:18][C:17]2[C:16]([CH3:21])([CH3:20])[CH2:15][CH2:14][C:13]([CH3:23])([CH3:22])[C:12]=2[CH:11]=1)[C:7](=[O:8])[NH:24][C:25]1[CH:34]=[CH:33][C:28]([C:29]([O:31][CH3:32])=[O:30])=[CH:27][N:26]=1)[CH2:2][CH2:3][CH2:4][CH3:5]. (2) Reactant: [C:1]([CH:4]1[CH2:9][CH2:8][N:7]([C:10]([O:12][C:13]([CH3:16])([CH3:15])[CH3:14])=[O:11])[CH2:6][CH2:5]1)(=[S:3])[NH2:2].Cl[CH2:18][CH:19]=O. Product: [S:3]1[CH:19]=[CH:18][N:2]=[C:1]1[CH:4]1[CH2:9][CH2:8][N:7]([C:10]([O:12][C:13]([CH3:16])([CH3:15])[CH3:14])=[O:11])[CH2:6][CH2:5]1. The catalyst class is: 21. (3) Reactant: [CH3:1][O:2][C:3]([NH:5][C@@H:6]([CH:52]([CH3:54])[CH3:53])[C:7]([N:9]1[CH2:13][CH2:12][CH2:11][C@H:10]1[C:14]1[NH:15][C:16]([C:19]2[CH:24]=[CH:23][C:22]([C:25]3[CH:26]=[C:27]4[C:49](=[CH:50][CH:51]=3)[C:31]3[NH:32][C:33]([C@@H:35]5[C@@H:40]6[CH2:41][C@@H:37]([CH2:38][CH2:39]6)[N:36]5C(OC(C)(C)C)=O)=[N:34][C:30]=3[CH:29]=[CH:28]4)=[CH:21][CH:20]=2)=[CH:17][N:18]=1)=[O:8])=[O:4].Cl.[CH3:56][O:57][C@H:58]([CH3:68])[C@H:59]([NH:63][C:64]([O:66][CH3:67])=[O:65])[C:60]([OH:62])=O.CN(C(ON1N=NC2C=CC=NC1=2)=[N+](C)C)C.F[P-](F)(F)(F)(F)F.CCN(C(C)C)C(C)C. Product: [CH3:56][O:57][C@H:58]([CH3:68])[C@H:59]([NH:63][C:64](=[O:65])[O:66][CH3:67])[C:60]([N:36]1[C@H:35]([C:33]2[NH:32][C:31]3[C:49]4[C:27]([CH:28]=[CH:29][C:30]=3[N:34]=2)=[CH:26][C:25]([C:22]2[CH:21]=[CH:20][C:19]([C:16]3[NH:15][C:14]([C@@H:10]5[CH2:11][CH2:12][CH2:13][N:9]5[C:7](=[O:8])[C@@H:6]([NH:5][C:3]([O:2][CH3:1])=[O:4])[CH:52]([CH3:54])[CH3:53])=[N:18][CH:17]=3)=[CH:24][CH:23]=2)=[CH:51][CH:50]=4)[C@@H:40]2[CH2:41][C@H:37]1[CH2:38][CH2:39]2)=[O:62]. The catalyst class is: 59. (4) Reactant: [F:1][C:2]([F:13])([F:12])[C:3]1[CH:11]=[CH:10][C:6]([C:7](Cl)=[O:8])=[CH:5][CH:4]=1.[CH3:14][O:15][C:16]1[CH:21]=[CH:20][CH:19]=[CH:18][C:17]=1[O:22][CH3:23].[Sn](Cl)(Cl)(Cl)Cl.Cl. Product: [CH3:14][O:15][C:16]1[CH:21]=[C:20]([CH:19]=[CH:18][C:17]=1[O:22][CH3:23])[C:7]([C:6]1[CH:10]=[CH:11][C:3]([C:2]([F:13])([F:12])[F:1])=[CH:4][CH:5]=1)=[O:8]. The catalyst class is: 4. (5) Reactant: [C:1]([O:5][C:6]([NH:8][CH2:9][C@H:10]1[CH2:15][CH2:14][C@H:13](C(O)=O)[CH2:12][CH2:11]1)=[O:7])([CH3:4])([CH3:3])[CH3:2].C1C=CC(P([N:33]=[N+]=[N-])(C2C=CC=CC=2)=O)=CC=1.[CH2:36]([OH:43])[C:37]1[CH:42]=[CH:41][CH:40]=[CH:39][CH:38]=1.O.CCO[C:48](C)=[O:49]. Product: [C:1]([O:5][C:6]([NH:8][CH2:9][C@H:10]1[CH2:11][CH2:12][C@H:13]([NH:33][C:48]([O:43][CH2:36][C:37]2[CH:42]=[CH:41][CH:40]=[CH:39][CH:38]=2)=[O:49])[CH2:14][CH2:15]1)=[O:7])([CH3:2])([CH3:3])[CH3:4]. The catalyst class is: 11. (6) The catalyst class is: 10. Product: [CH3:21][C:22]1[CH:27]=[CH:26][C:25]([CH3:28])=[CH:24][C:23]=1[CH2:29][C:30]([NH:20][C:12]1([C:10]([O:9][CH3:8])=[O:11])[CH2:17][CH2:16][N:15]([O:18][CH3:19])[CH2:14][CH2:13]1)=[O:31]. Reactant: C(=O)([O-])[O-].[K+].[K+].Cl.[CH3:8][O:9][C:10]([C:12]1([NH2:20])[CH2:17][CH2:16][N:15]([O:18][CH3:19])[CH2:14][CH2:13]1)=[O:11].[CH3:21][C:22]1[CH:27]=[CH:26][C:25]([CH3:28])=[CH:24][C:23]=1[CH2:29][C:30](Cl)=[O:31].O. (7) Reactant: [C:1]([O:4][C:5]1[CH:14]=[CH:13][CH:12]=[C:11]([O:15]C(=O)C)[C:6]=1[C:7]([O:9][CH3:10])=[O:8])(=[O:3])[CH3:2].O[Li].O.CO.C1COCC1.O.OC1C=CC=C(O)C=1C(OC)=O. Product: [C:1]([O:4][C:5]1[CH:14]=[CH:13][CH:12]=[C:11]([OH:15])[C:6]=1[C:7]([O:9][CH3:10])=[O:8])(=[O:3])[CH3:2]. The catalyst class is: 828.